The task is: Predict the product of the given reaction.. This data is from Forward reaction prediction with 1.9M reactions from USPTO patents (1976-2016). (1) Given the reactants [CH2:1](Cl)[C:2]1[CH:7]=[CH:6][CH:5]=[CH:4][CH:3]=1.[NH:9]([C:11]1[CH:16]=[C:15]([CH3:17])[N:14]=[C:13]([CH3:18])[N:12]=1)[NH2:10], predict the reaction product. The product is: [CH2:1]([C:13]1[N:9]([C:11]2[CH:16]=[C:15]([CH3:17])[N:14]=[C:13]([CH3:18])[N:12]=2)[N:10]=[C:11]([NH2:9])[N:12]=1)[C:2]1[CH:7]=[CH:6][CH:5]=[CH:4][CH:3]=1. (2) Given the reactants [H-].[Na+].[Br:3][C:4]1[CH:5]=[C:6]([CH:20]=[CH:21][CH:22]=1)[C:7]([C:9]1[CH:18]=[C:17]([CH3:19])[C:12]2[NH:13][C:14](=[O:16])[O:15][C:11]=2[CH:10]=1)=[O:8].I[CH3:24], predict the reaction product. The product is: [Br:3][C:4]1[CH:5]=[C:6]([CH:20]=[CH:21][CH:22]=1)[C:7]([C:9]1[CH:18]=[C:17]([CH3:19])[C:12]2[N:13]([CH3:24])[C:14](=[O:16])[O:15][C:11]=2[CH:10]=1)=[O:8].